From a dataset of Human Reference Interactome with 51,813 positive PPI pairs across 8,248 proteins, plus equal number of experimentally-validated negative pairs. Binary Classification. Given two protein amino acid sequences, predict whether they physically interact or not. (1) Result: 0 (the proteins do not interact). Protein 1 (ENSG00000162543) has sequence MATEAPVNIAPPECSTVVSTAVDSLIWQPNSLNMHMIRPKSAKGRTRPSLQKSQGVEVCAHHIPSPPPAIPYELPSSQKPGACAPKSPNQGASDEIPELQQQVPTGASSSLNKYPVLPSINRKNLEEEAVETVAKKASSLQLSSIRALYQDETGTMKTSEEDSRARACAVERKFIVRTKKQGSSRAGNLEEPSDQEPRLLLAVRSPTGQRFVRHFRPTDDLQTIVAVAEQKNKTSYRHCSIETMEVPRRRFSDLTKSLQECRIPHKSVLGISLEDGEGWP*. Protein 2 (ENSG00000159593) has sequence MAQLGKLLKEQKYDRQLRLWGDHGQEALESAHVCLINATATGTEILKNLVLPGIGSFTIIDGNQVSGEDAGNNFFLQRSSIGKNRAEAAMEFLQELNSDVSGSFVEESPENLLDNDPSFFCRFTVVVATQLPESTSLRLADVLWNSQIPLLICRTYGLVGYMRIIIKEHPVIESHPDNALEDLRLDKPFPELREHFQSYDLDHMEKKDHSHTPWIVIIAKYLAQWYSETNGRIPKTYKEKEDFRDLIRQGILKNENGAPEDEENFEEAIKNVNTALNTTQIPSSIEDIFNDDRCINITKQ.... (2) Protein 1 (ENSG00000185730) has sequence MEPGGEPTGAKESSTLMESLAAVKAAFLAQAPSGSRSAEVQAAQSTEPAAEAGAPEGEGHRGGPPRALGSLGLCENQEARERPGGSPRGPVTSEKTGGQSGLESDVPPNAGPGAEGGGSWKGRPFPCGACGRSFKCSSDAAKHRSIHSGEKPYECSDCGKAFIHSSHVVRHQRAHSGERPYACAECGKAFGQSFNLLRHQRVHTGEKPYACADCGKAFGQRSDAAKHRRTHTGERLYACGECGKRFLHSSNVVRHRRTHHGENPYECRECGQAFSQSSNLLQHQRVHTGERPFACQDCGR.... Protein 2 (ENSG00000143570) has sequence MGPWGEPELLVWRPEAVASEPPVPVGLEVKLGALVLLLVLTLLCSLVPICVLRRPGANHEGSASRQKALSLVSCFAGGVFLATCLLDLLPDYLAAIDEALAALHVTLQFPLQEFILAMGFFLVLVMEQITLAYKEQSGPSPLEETRALLGTVNGGPQHWHDGPGVPQASGAPATPSALRACVLVFSLALHSVFEGLAVGLQRDRARAMELCLALLLHKGILAVSLSLRLLQSHLRAQVVAGCGILFSCMTPLGIGLGAALAESAGPLHQLAQSVLEGMAAGTFLYITFLEILPQELASSE.... Result: 0 (the proteins do not interact). (3) Protein 1 (ENSG00000176302) has sequence MGNELFLAFTTSHLPLAEQKLARYKLRIVKPPKLPLEKKPNPDKDGPDYEPNLWMWVNPNIVYPPGKLEVSGRRKREDLTSTLPSSQPPQKEEDASCSEAAGVESLSQSSSKRSPPRKRFAFSPSTWELTEEEEAEDQEDSSSMALPSPHKRAPLQSRRLRQASSQAGRLWSRPPLNYFHLIALALRNSSPCGLNVQQIYSFTRKHFPFFRTAPEGWKNTVRHNLCFRDSFEKVPVSMQGGASTRPRSCLWKLTEEGHRRFAEEARALASTRLESIQQCMSQPDVMPFLFDL*MGNELFL.... Protein 2 (ENSG00000122557) has sequence MDQSGMEIPVTLIIKAPNQKYSDQTISCFLNWTVGKLKTHLSNVYPSKPLTKDQRLVYSGRLLPDHLQLKDILRKQDEYHMVHLVCTSRTPPSSPKSSTNRESHEALASSSNSSSDHSGSTTPSSGQETLSLAVGSSSEGLRQRTLPQAQTDQAQSHQFPYVMQGNVDNQFPGQAAPPGFPVYPAFSPLQMLWWQQMYAHQYYMQYQAAVSAQATSNVNPTQPTTSQPLNLAHVPGEEPPPAPNLVAQENRPMNENVQMNAQGGPVLNEEDFNRDWLDWMYTFSRAAILLSIVYFYSSFS.... Result: 0 (the proteins do not interact). (4) Protein 1 (ENSG00000181965) has sequence MPARLETCISDLDCASSSGSDLSGFLTDEEDCARLQQAASASGPPAPARRGAPNISRASEVPGAQDDEQERRRRRGRTRVRSEALLHSLRRSRRVKANDRERNRMHNLNAALDALRSVLPSFPDDTKLTKIETLRFAYNYIWALAETLRLADQGLPGGGARERLLPPQCVPCLPGPPSPASDAESWGSGAAAASPLSDPSSPAASEDFTYRPGDPVFSFPSLPKDLLHTTPCFIPYH*. Protein 2 (ENSG00000137731) has sequence MDRWYLGGSPKGDVDPFYYDYETVRNGGLIFAGLAFIVGLLILLSRRFRCGGNKKRRQINEDEP*MTGLSMDGGGSPKGDVDPFYYDYETVRNGGLIFAGLAFIVGLLILLSRRFRCGGNKKRRQINEDEP*. Result: 0 (the proteins do not interact). (5) Protein 1 (ENSG00000105198) has sequence MSSLPVPYKLPVSLSVGSCVIIKGTPIHSFINDPQLQVDFYTDMDEDSDIAFRFRVHFGNHVVMNRREFGIWMLEETTDYVPFEDGKQFELCIYVHYNEYEIKVNGIRIYGFVHRIPPSFVKMVQVSRDISLTSVCVCN*MSSLPLQVDFYTDMDEDSDIAFRFRVHFGNHVVMNRREFGIWMLEETTDYVPFEDGKQFELCIYVHYNEYEIKVNGIRIYGFVMSSLPVPYKLPVSLSVGSCVIIKGTPIHSFINDPQLQVDFYTDMDEDSDIAFRFRVHFGNHVVMNRREFGIWMLEET.... Protein 2 (ENSG00000136146) has sequence MAASSSGEKEKERLGGGLGVAGGNSTRERLLSALEDLEVLSRELIEMLAISRNQKLLQAGEENQVLELLIHRDGEFQELMKLALNQGKIHHEMQVLEKEVEKRDSDIQQLQKQLKEAEQILATAVYQAKEKLKSIEKARKGAISSEEIIKYAHRISASNAVCAPLTWVPGDPRRPYPTDLEMRSGLLGQMNNPSTNGVNGHLPGDALAAGRLPDVLAPQYPWQSNDMSMNMLPPNHSSDFLLEPPGHNKENEDDVEIMSTDSSSSSSESD*MLAISRNQKLLQAGEENQVLELLIHRDGE.... Result: 0 (the proteins do not interact). (6) Protein 2 (ENSG00000004939) has sequence MEELQDDYEDMMEENLEQEEYEDPDIPESQMEEPAAHDTEATATDYHTTSHPGTHKVYVELQELVMDEKNQELRWMEAARWVQLEENLGENGAWGRPHLSHLTFWSLLELRRVFTKGTVLLDLQETSLAGVANQLLDRFIFEDQIRPQDREELLRALLLKHSHAGELEALGGVKPAVLTRSGDPSQPLLPQHSSLETQLFCEQGDGGTEGHSPSGILEKIPPDSEATLVLVGRADFLEQPVLGFVRLQEAAELEAVELPVPIRFLFVLLGPEAPHIDYTQLGRAAATLMSERVFRIDAYM.... Result: 0 (the proteins do not interact). Protein 1 (ENSG00000048462) has sequence MLQMAGQCSQNEYFDSLLHACIPCQLRCSSNTPPLTCQRYCNASVTNSVKGTNAILWTCLGLSLIISLAVFVLMFLLRKINSEPLKDEFKNTGSGLLGMANIDLEKSRTGDEIILPRGLEYTVEECTCEDCIKSKPKVDSDHCFPLPAMEEGATILVTTKTNDYCKSLPAALSATEIEKSISAR*MLQMAGQCSQNEYFDSLLHACIPCQLRCSSNTPPLTCQRYCNARSGLLGMANIDLEKSRTGDEIILPRGLEYTVEECTCEDCIKSKPKVDSDHCFPLPAMEEGATILVTTKTNDY....